From a dataset of Peptide-MHC class I binding affinity with 185,985 pairs from IEDB/IMGT. Regression. Given a peptide amino acid sequence and an MHC pseudo amino acid sequence, predict their binding affinity value. This is MHC class I binding data. (1) The peptide sequence is RQHGFTPSK. The MHC is HLA-B58:01 with pseudo-sequence HLA-B58:01. The binding affinity (normalized) is 0.0847. (2) The peptide sequence is YMKFFGNFK. The MHC is HLA-A29:02 with pseudo-sequence HLA-A29:02. The binding affinity (normalized) is 0.657. (3) The peptide sequence is FLEQQNKIL. The binding affinity (normalized) is 0.702. The MHC is HLA-A02:02 with pseudo-sequence HLA-A02:02. (4) The peptide sequence is KSRCASPST. The MHC is HLA-A03:01 with pseudo-sequence HLA-A03:01. The binding affinity (normalized) is 0.0847. (5) The peptide sequence is WLGWGHAWV. The MHC is HLA-B15:17 with pseudo-sequence HLA-B15:17. The binding affinity (normalized) is 0.0847.